Dataset: Forward reaction prediction with 1.9M reactions from USPTO patents (1976-2016). Task: Predict the product of the given reaction. (1) Given the reactants [BH4-].[Na+].C(O)C.[Cl:6][C:7]1[CH:12]=[C:11](/[CH:13]=[CH:14]/[N+:15]([O-:17])=[O:16])[CH:10]=[C:9]([F:18])[CH:8]=1, predict the reaction product. The product is: [Cl:6][C:7]1[CH:12]=[C:11]([CH2:13][CH2:14][N+:15]([O-:17])=[O:16])[CH:10]=[C:9]([F:18])[CH:8]=1. (2) The product is: [F:30][C:22]1[CH:21]=[C:20]([C:16]2[S:15][C:14]([NH:13][C:11]([NH:10][CH2:9][CH2:8][C:6]3[O:7][C:3]([CH3:1])=[CH:4][N:5]=3)=[O:12])=[N:18][C:17]=2[CH3:19])[CH:25]=[CH:24][C:23]=1[S:26]([CH3:29])(=[O:27])=[O:28]. Given the reactants [CH2:1]([C:3]1[O:7][C:6]([CH2:8][CH2:9][NH:10][C:11]([NH:13][C:14]2[S:15][C:16]([C:20]3[CH:25]=[CH:24][C:23]([S:26]([CH3:29])(=[O:28])=[O:27])=[C:22]([F:30])[CH:21]=3)=[C:17]([CH3:19])[N:18]=2)=[O:12])=[N:5][CH:4]=1)C.C(C1OC(CCN)=NC=1)C.CC1OC(CCN)=NC=1.Cl.C(C1OC(CCN)=NC=1)C.NCC(O)CC.NCC(O)C, predict the reaction product. (3) Given the reactants [N+:1]([C:4]1[CH:5]=[N:6][N:7]([CH:9]2[CH2:14][CH2:13][NH:12][CH2:11][CH2:10]2)[CH:8]=1)([O-:3])=[O:2].[CH3:15][N:16]1[CH2:21][CH2:20][C:19](=O)[CH2:18][CH2:17]1.C(O[BH-](OC(=O)C)OC(=O)C)(=O)C.[Na+].C(=O)([O-])O.[Na+], predict the reaction product. The product is: [CH3:15][N:16]1[CH2:21][CH2:20][CH:19]([N:12]2[CH2:13][CH2:14][CH:9]([N:7]3[CH:8]=[C:4]([N+:1]([O-:3])=[O:2])[CH:5]=[N:6]3)[CH2:10][CH2:11]2)[CH2:18][CH2:17]1. (4) Given the reactants [C:1]([NH:9][C:10]1[N:15]=[CH:14][C:13]([CH:16]([CH3:20])[C:17]([OH:19])=O)=[CH:12][CH:11]=1)(=[O:8])[C:2]1[CH:7]=[CH:6][CH:5]=[CH:4][CH:3]=1.ON1C2C=CC=CC=2N=N1.C(N=C=NCCCN(C)C)C.C(N(CC)CC)C.[Cl:49][C:50]1[CH:51]=[C:52]([N:56]2[C:60]([CH2:61][NH2:62])=[CH:59][C:58]([C:63]([F:66])([F:65])[F:64])=[N:57]2)[CH:53]=[CH:54][CH:55]=1, predict the reaction product. The product is: [Cl:49][C:50]1[CH:51]=[C:52]([N:56]2[C:60]([CH2:61][NH:62][C:17](=[O:19])[CH:16]([C:13]3[CH:12]=[CH:11][C:10]([NH:9][C:1](=[O:8])[C:2]4[CH:3]=[CH:4][CH:5]=[CH:6][CH:7]=4)=[N:15][CH:14]=3)[CH3:20])=[CH:59][C:58]([C:63]([F:64])([F:65])[F:66])=[N:57]2)[CH:53]=[CH:54][CH:55]=1.